This data is from Forward reaction prediction with 1.9M reactions from USPTO patents (1976-2016). The task is: Predict the product of the given reaction. (1) Given the reactants [C:1]([C:3]1[CH:8]=[CH:7][C:6]([CH:9]2[N:14]([CH2:15][C:16]([O:18]C(C)(C)C)=[O:17])[C:13](=[O:23])[N:12]([C:24]3[CH:29]=[CH:28][CH:27]=[C:26]([C:30]([F:33])([F:32])[F:31])[CH:25]=3)[C:11]([CH3:34])=[C:10]2[C:35]([CH:37]2[CH2:40][CH2:39][CH2:38]2)=[O:36])=[CH:5][CH:4]=1)#[N:2], predict the reaction product. The product is: [C:1]([C:3]1[CH:4]=[CH:5][C:6]([CH:9]2[N:14]([CH2:15][C:16]([OH:18])=[O:17])[C:13](=[O:23])[N:12]([C:24]3[CH:29]=[CH:28][CH:27]=[C:26]([C:30]([F:32])([F:31])[F:33])[CH:25]=3)[C:11]([CH3:34])=[C:10]2[C:35]([CH:37]2[CH2:38][CH2:39][CH2:40]2)=[O:36])=[CH:7][CH:8]=1)#[N:2]. (2) Given the reactants F[B-](F)(F)F.C(N(C(C)C)[CH:10]=[N+:11]([CH:15]([CH3:17])[CH3:16])[CH:12]([CH3:14])[CH3:13])(C)C.CC(C)([O-])C.[K+].[C:27]([O:31][C:32]([N:34]1[C:38](=[O:39])[CH2:37][CH2:36][C@H:35]1[CH2:40][C:41]1[CH:46]=[CH:45][C:44]([C:47]2[CH:52]=[CH:51][CH:50]=[CH:49][CH:48]=2)=[CH:43][CH:42]=1)=[O:33])([CH3:30])([CH3:29])[CH3:28].C(OC(C)C)(=O)C, predict the reaction product. The product is: [C:27]([O:31][C:32]([N:34]1[C@H:35]([CH2:40][C:41]2[CH:42]=[CH:43][C:44]([C:47]3[CH:48]=[CH:49][CH:50]=[CH:51][CH:52]=3)=[CH:45][CH:46]=2)[CH2:36]/[C:37](=[CH:10]\[N:11]([CH:12]([CH3:13])[CH3:14])[CH:15]([CH3:16])[CH3:17])/[C:38]1=[O:39])=[O:33])([CH3:30])([CH3:28])[CH3:29]. (3) Given the reactants [NH2:1][C:2]1[N:7]=[N:6][C:5]([OH:8])=[CH:4][CH:3]=1.[OH-].[Na+].[CH3:11]I, predict the reaction product. The product is: [NH2:1][C:2]1[CH:3]=[CH:4][C:5](=[O:8])[N:6]([CH3:11])[N:7]=1. (4) Given the reactants Br.[F:2][C:3]1[CH:22]=[C:21]([N+:23]([O-:25])=[O:24])[CH:20]=[CH:19][C:4]=1[O:5][C:6]1[C:15]2[C:10](=[CH:11][C:12]([OH:18])=[C:13]([O:16][CH3:17])[CH:14]=2)[N:9]=[CH:8][CH:7]=1.CS(OCC1CCN(C(OC(C)(C)C)=O)CC1)(=O)=O, predict the reaction product. The product is: [F:2][C:3]1[CH:22]=[C:21]([N+:23]([O-:25])=[O:24])[CH:20]=[CH:19][C:4]=1[O:5][C:6]1[C:15]2[C:10](=[CH:11][C:12]([OH:18])=[C:13]([O:16][CH3:17])[CH:14]=2)[N:9]=[CH:8][CH:7]=1.